Dataset: Catalyst prediction with 721,799 reactions and 888 catalyst types from USPTO. Task: Predict which catalyst facilitates the given reaction. (1) Reactant: C(N(CC)CC)C.[NH2:8][C@@H:9]1[CH2:15][O:14][C@@H:13]([C:16]2[CH:21]=[CH:20][CH:19]=[CH:18][CH:17]=2)[CH2:12][N:11]([CH2:22][CH:23]2[CH2:25][CH2:24]2)[C:10]1=[O:26].Cl[C:28](OC1C=CC([N+]([O-])=O)=CC=1)=[O:29].C(N(C(C)C)CC)(C)C.Cl.Cl.[O:51]=[C:52]1[NH:60][C:55]2=[N:56][CH:57]=[CH:58][CH:59]=[C:54]2[N:53]1[CH:61]1[CH2:66][CH2:65][NH:64][CH2:63][CH2:62]1. Product: [CH:23]1([CH2:22][N:11]2[C:10](=[O:26])[C@H:9]([NH:8][C:28]([N:64]3[CH2:65][CH2:66][CH:61]([N:53]4[C:54]5[C:55](=[N:56][CH:57]=[CH:58][CH:59]=5)[NH:60][C:52]4=[O:51])[CH2:62][CH2:63]3)=[O:29])[CH2:15][O:14][C@@H:13]([C:16]3[CH:21]=[CH:20][CH:19]=[CH:18][CH:17]=3)[CH2:12]2)[CH2:25][CH2:24]1. The catalyst class is: 217. (2) Reactant: C(N(CC)CC)C.[CH3:8][O:9][C:10](=[O:18])[C:11]1[CH:16]=[CH:15][CH:14]=[CH:13][C:12]=1[SH:17].[C:19](Cl)([C:32]1[CH:37]=[CH:36][CH:35]=[CH:34][CH:33]=1)([C:26]1[CH:31]=[CH:30][CH:29]=[CH:28][CH:27]=1)[C:20]1[CH:25]=[CH:24][CH:23]=[CH:22][CH:21]=1. Product: [CH3:8][O:9][C:10](=[O:18])[C:11]1[CH:16]=[CH:15][CH:14]=[CH:13][C:12]=1[S:17][C:19]([C:20]1[CH:25]=[CH:24][CH:23]=[CH:22][CH:21]=1)([C:32]1[CH:33]=[CH:34][CH:35]=[CH:36][CH:37]=1)[C:26]1[CH:27]=[CH:28][CH:29]=[CH:30][CH:31]=1. The catalyst class is: 2. (3) Reactant: [CH3:1][O:2][C:3](=[O:22])[CH2:4][C:5]1[CH:10]=[C:9]([O:11][CH2:12][CH3:13])[CH:8]=[C:7]([O:14][C:15]2[CH:20]=[CH:19][CH:18]=[C:17](Br)[CH:16]=2)[CH:6]=1.O1CCCC1.[CH3:28][O:29][C:30]1[C:35](B(O)O)=[CH:34][CH:33]=[CH:32][N:31]=1.ClCCl.C(=O)([O-])[O-].[K+].[K+]. Product: [CH3:1][O:2][C:3](=[O:22])[CH2:4][C:5]1[CH:6]=[C:7]([O:14][C:15]2[CH:20]=[CH:19][CH:18]=[C:17]([C:33]3[CH:32]=[N:31][C:30]([O:29][CH3:28])=[CH:35][CH:34]=3)[CH:16]=2)[CH:8]=[C:9]([O:11][CH2:12][CH3:13])[CH:10]=1. The catalyst class is: 587. (4) Reactant: C([O-])([O-])=O.[Cs+].[Cs+].C(O[C:10]([C:12]1[CH:20]=[C:19]([OH:21])[C:15]2[CH:16]=[CH:17][O:18][C:14]=2[CH:13]=1)=[O:11])C.F[C:23]1[CH:28]=[CH:27][C:26]([S:29]([CH3:32])(=[O:31])=[O:30])=[CH:25][CH:24]=1.[CH3:33][N:34]1[CH:38]=[CH:37][C:36]([NH2:39])=[N:35]1.CN(C(ON1N=NC2C=CC=NC1=2)=[N+](C)C)C.F[P-](F)(F)(F)(F)F. Product: [CH3:32][S:29]([C:26]1[CH:27]=[CH:28][C:23]([O:21][C:19]2[C:15]3[CH:16]=[CH:17][O:18][C:14]=3[CH:13]=[C:12]([C:10]([NH:39][C:36]3[CH:37]=[CH:38][N:34]([CH3:33])[N:35]=3)=[O:11])[CH:20]=2)=[CH:24][CH:25]=1)(=[O:31])=[O:30]. The catalyst class is: 3. (5) The catalyst class is: 85. Product: [CH2:28]([C:30]1[CH:37]=[CH:36][C:33]([CH2:34][N:3]2[C:4]3[C:9](=[CH:8][CH:7]=[CH:6][CH:5]=3)[C:10](=[O:27])[N:11]([CH2:12][C:13]3[CH:26]=[CH:25][C:16]([C:17]([NH:19][CH2:20][CH2:21][CH2:22][O:23][CH3:24])=[O:18])=[CH:15][CH:14]=3)[C:2]2=[O:1])=[CH:32][CH:31]=1)[CH3:29]. Reactant: [O:1]=[C:2]1[N:11]([CH2:12][C:13]2[CH:26]=[CH:25][C:16]([C:17]([NH:19][CH2:20][CH2:21][CH2:22][O:23][CH3:24])=[O:18])=[CH:15][CH:14]=2)[C:10](=[O:27])[C:9]2[C:4](=[CH:5][CH:6]=[CH:7][CH:8]=2)[NH:3]1.[CH2:28]([C:30]1[CH:37]=[CH:36][C:33]([CH2:34]Cl)=[CH:32][CH:31]=1)[CH3:29].C(=O)([O-])[O-].[K+].[K+]. (6) Reactant: [Cl:1][CH2:2][CH2:3][C:4]1[C:9](=[O:10])[N:8]2[CH2:11][CH2:12][CH2:13][CH:14]([OH:15])[C:7]2=[N:6][C:5]=1[CH3:16].NC1C=CC=CN=1.[OH-].[NH4+]. Product: [OH:15][C:14]1[C:7]2=[N:6][C:5]([CH3:16])=[C:4]([CH2:3][CH2:2][Cl:1])[C:9](=[O:10])[N:8]2[CH:11]=[CH:12][CH:13]=1. The catalyst class is: 11. (7) Reactant: CCN(C(C)C)C(C)C.[C:10](N1C=CN=C1)(N1C=CN=C1)=[O:11].Cl.[NH2:23][CH2:24][CH:25]1[CH2:30][CH2:29][CH:28]([C:31]([N:33]2[CH2:42][C:41]3[CH:40]=[N:39][N:38]([CH3:43])[C:37]=3[NH:36][C:35]3[CH:44]=[C:45]([CH3:48])[CH:46]=[CH:47][C:34]2=3)=[O:32])[CH2:27][CH2:26]1.Cl.Cl.[CH3:51][C:52]([CH3:62])([CH3:61])[CH2:53][CH2:54][N:55]1[CH2:60][CH2:59][NH:58][CH2:57][CH2:56]1. Product: [CH3:43][N:38]1[C:37]2[NH:36][C:35]3[CH:44]=[C:45]([CH3:48])[CH:46]=[CH:47][C:34]=3[N:33]([C:31]([CH:28]3[CH2:29][CH2:30][CH:25]([CH2:24][NH:23][C:10]([N:58]4[CH2:57][CH2:56][N:55]([CH2:54][CH2:53][C:52]([CH3:62])([CH3:61])[CH3:51])[CH2:60][CH2:59]4)=[O:11])[CH2:26][CH2:27]3)=[O:32])[CH2:42][C:41]=2[CH:40]=[N:39]1. The catalyst class is: 31. (8) Reactant: [Cl:1][C:2]1[CH:3]=[C:4]([NH2:10])[CH:5]=[CH:6][C:7]=1[CH:8]=[CH2:9].C(N(C(C)C)CC)(C)C.[CH3:20][Si:21]([CH3:38])([CH3:37])[CH2:22][CH2:23][O:24][C:25](ON1C2C=CC=CC=2N=N1)=[O:26]. Product: [CH3:20][Si:21]([CH3:38])([CH3:37])[CH2:22][CH2:23][O:24][C:25](=[O:26])[NH:10][C:4]1[CH:5]=[CH:6][C:7]([CH:8]=[CH2:9])=[C:2]([Cl:1])[CH:3]=1. The catalyst class is: 35. (9) Reactant: [OH:1][C:2]1[CH:10]=[CH:9][C:5]([C:6]([OH:8])=O)=[C:4]([NH:11][C:12](=O)[CH:13]([CH3:15])[CH3:14])[CH:3]=1.[NH2:17][C:18]1[CH:25]=[CH:24][C:21]([C:22]#[N:23])=[CH:20][CH:19]=1.C(C#N)(C)=O.P(Cl)(Cl)Cl.[OH-].[Na+]. Product: [OH:1][C:2]1[CH:3]=[C:4]2[C:5]([C:6](=[O:8])[N:17]([C:18]3[CH:25]=[CH:24][C:21]([C:22]#[N:23])=[CH:20][CH:19]=3)[C:12]([CH:13]([CH3:15])[CH3:14])=[N:11]2)=[CH:9][CH:10]=1. The catalyst class is: 6.